Predict the product of the given reaction. From a dataset of Forward reaction prediction with 1.9M reactions from USPTO patents (1976-2016). Given the reactants [CH3:1][O:2][C:3]1[C:8]2[NH:9][C:10]([C:12]3[S:13][CH:14]=[CH:15][CH:16]=3)=[N:11][C:7]=2[CH:6]=[C:5]([C:17]([O:19]C)=[O:18])[CH:4]=1.[OH-].[Na+], predict the reaction product. The product is: [CH3:1][O:2][C:3]1[C:8]2[NH:9][C:10]([C:12]3[S:13][CH:14]=[CH:15][CH:16]=3)=[N:11][C:7]=2[CH:6]=[C:5]([C:17]([OH:19])=[O:18])[CH:4]=1.